From a dataset of Full USPTO retrosynthesis dataset with 1.9M reactions from patents (1976-2016). Predict the reactants needed to synthesize the given product. (1) The reactants are: [NH2:1][CH2:2][CH2:3][O:4][C:5]1[CH:14]=[C:13]([C:15]([O:17][CH3:18])=[O:16])[CH:12]=[CH:11][C:6]=1[C:7](OC)=[O:8].CCN(CC)CC. Given the product [O:8]=[C:7]1[C:6]2[CH:11]=[CH:12][C:13]([C:15]([O:17][CH3:18])=[O:16])=[CH:14][C:5]=2[O:4][CH2:3][CH2:2][NH:1]1, predict the reactants needed to synthesize it. (2) Given the product [C:46]([O:49][CH2:50][CH2:51][CH2:52][S:53]([NH:56][C:35](=[O:36])[CH2:34][C@H:14]1[O:15][C@H:16]([C:24]2[CH:29]=[CH:28][CH:27]=[C:26]([O:30][CH3:31])[C:25]=2[O:32][CH3:33])[C:17]2[CH:22]=[C:21]([Cl:23])[CH:20]=[CH:19][C:18]=2[N:12]([CH2:11][C:10]([CH3:40])([CH3:39])[CH2:9][O:8][C:5](=[O:7])[CH3:6])[C:13]1=[O:38])(=[O:54])=[O:55])(=[O:48])[CH3:47], predict the reactants needed to synthesize it. The reactants are: S(Cl)(Cl)=O.[C:5]([O:8][CH2:9][C:10]([CH3:40])([CH3:39])[CH2:11][N:12]1[C:18]2[CH:19]=[CH:20][C:21]([Cl:23])=[CH:22][C:17]=2[C@@H:16]([C:24]2[CH:29]=[CH:28][CH:27]=[C:26]([O:30][CH3:31])[C:25]=2[O:32][CH3:33])[O:15][C@H:14]([CH2:34][C:35](O)=[O:36])[C:13]1=[O:38])(=[O:7])[CH3:6].CN(C)C=O.[C:46]([O:49][CH2:50][CH2:51][CH2:52][S:53]([NH2:56])(=[O:55])=[O:54])(=[O:48])[CH3:47]. (3) Given the product [CH3:41][O:42][CH:43]1[CH2:48][CH2:47][N:46]([C:23]([N:13]2[CH2:12][C:11]3[CH:14]=[CH:15][C:16]([C:18]([O:20][CH3:21])=[O:19])=[CH:17][C:10]=3[O:9][CH2:8][C@@H:7]2[C:1]2[CH:2]=[CH:3][CH:4]=[CH:5][CH:6]=2)=[O:25])[CH2:45][CH2:44]1, predict the reactants needed to synthesize it. The reactants are: [C:1]1([C@@H:7]2[NH:13][CH2:12][C:11]3[CH:14]=[CH:15][C:16]([C:18]([O:20][CH3:21])=[O:19])=[CH:17][C:10]=3[O:9][CH2:8]2)[CH:6]=[CH:5][CH:4]=[CH:3][CH:2]=1.Cl[C:23](Cl)([O:25]C(=O)OC(Cl)(Cl)Cl)Cl.CCN(CC)CC.[CH3:41][O:42][CH:43]1[CH2:48][CH2:47][NH:46][CH2:45][CH2:44]1. (4) Given the product [CH2:10]([O:9][CH:6]1[CH2:5][CH2:4][C:3]([O:17][CH3:18])([C:23]#[N:24])[CH2:8][CH2:7]1)[C:11]1[CH:12]=[CH:13][CH:14]=[CH:15][CH:16]=1, predict the reactants needed to synthesize it. The reactants are: CO[C:3]1([O:17][CH3:18])[CH2:8][CH2:7][CH:6]([O:9][CH2:10][C:11]2[CH:16]=[CH:15][CH:14]=[CH:13][CH:12]=2)[CH2:5][CH2:4]1.C[Si]([C:23]#[N:24])(C)C.FC(F)(F)S(O[Si](C)(C)C)(=O)=O.C(=O)(O)[O-].[Na+].